This data is from Forward reaction prediction with 1.9M reactions from USPTO patents (1976-2016). The task is: Predict the product of the given reaction. (1) Given the reactants [Cl:1][C:2]1[CH:7]=[CH:6][CH:5]=[C:4]([CH3:8])[C:3]=1[C:9]1[NH:13][C:12](=[O:14])[N:11]([C:15]2[CH:24]=[CH:23][C:18]([C:19]([O:21]C)=O)=[C:17]([O:25][CH3:26])[CH:16]=2)[N:10]=1.[F:27][CH:28]([F:37])[C:29]1[CH:30]=[C:31]([CH:33]=[CH:34][C:35]=1[F:36])[NH2:32].C[Al](C)C, predict the reaction product. The product is: [Cl:1][C:2]1[CH:7]=[CH:6][CH:5]=[C:4]([CH3:8])[C:3]=1[C:9]1[NH:13][C:12](=[O:14])[N:11]([C:15]2[CH:24]=[CH:23][C:18]([C:19]([NH:32][C:31]3[CH:33]=[CH:34][C:35]([F:36])=[C:29]([CH:28]([F:37])[F:27])[CH:30]=3)=[O:21])=[C:17]([O:25][CH3:26])[CH:16]=2)[N:10]=1. (2) Given the reactants [OH:1][C:2]1[CH:3]=[C:4]2C(=[CH:10][CH:11]=1)N=CC=C2.[I-].C[N+]1C=CN([C:19](=[O:28])[N:20]([CH3:27])[C:21]2[CH:26]=[CH:25][CH:24]=[CH:23][CH:22]=2)C=1.C([N:31]([CH2:34][CH3:35])[CH2:32][CH3:33])C, predict the reaction product. The product is: [CH:34]1[C:35]2[C:10](=[CH:11][C:2]([O:1][C:19](=[O:28])[N:20]([CH3:27])[C:21]3[CH:22]=[CH:23][CH:24]=[CH:25][CH:26]=3)=[CH:3][CH:4]=2)[CH:33]=[CH:32][N:31]=1. (3) Given the reactants [CH2:1]([N:8]=[N+:9]=[N-:10])[C:2]1[CH:7]=[CH:6][CH:5]=[CH:4][CH:3]=1.[CH:11]#[C:12][CH2:13][CH2:14][CH2:15][CH3:16], predict the reaction product. The product is: [CH2:1]([N:8]1[C:12]([CH2:13][CH2:14][CH2:15][CH3:16])=[CH:11][N:10]=[N:9]1)[C:2]1[CH:7]=[CH:6][CH:5]=[CH:4][CH:3]=1.